From a dataset of Forward reaction prediction with 1.9M reactions from USPTO patents (1976-2016). Predict the product of the given reaction. Given the reactants P(Cl)(Cl)([Cl:3])=O.[CH3:6][N:7]1[C:11](=O)[CH:10]=[C:9]([C:13]([F:16])([F:15])[F:14])[NH:8]1.[OH-].[Na+].CN([CH:22]=[O:23])C, predict the reaction product. The product is: [CH3:6][N:7]1[C:11]([Cl:3])=[C:10]([CH:22]=[O:23])[C:9]([C:13]([F:16])([F:15])[F:14])=[N:8]1.